The task is: Predict which catalyst facilitates the given reaction.. This data is from Catalyst prediction with 721,799 reactions and 888 catalyst types from USPTO. (1) Reactant: [CH2:1]([O:8][CH2:9][C:10]1([C:22](O)=[O:23])[CH2:14][CH2:13][CH2:12][N:11]1[C:15]([O:17][C:18]([CH3:21])([CH3:20])[CH3:19])=[O:16])[C:2]1[CH:7]=[CH:6][CH:5]=[CH:4][CH:3]=1.CCN(C(C)C)C(C)C.CN(C(ON1N=NC2C=CC=NC1=2)=[N+](C)C)C.F[P-](F)(F)(F)(F)F.Cl.[NH2:59][CH:60]([CH:65]([OH:67])[CH3:66])[C:61]([O:63][CH3:64])=[O:62]. Product: [C:18]([O:17][C:15]([N:11]1[CH2:12][CH2:13][CH2:14][C:10]1([CH2:9][O:8][CH2:1][C:2]1[CH:7]=[CH:6][CH:5]=[CH:4][CH:3]=1)[C:22](=[O:23])[NH:59][C@@H:60]([C@H:65]([OH:67])[CH3:66])[C:61]([O:63][CH3:64])=[O:62])=[O:16])([CH3:21])([CH3:20])[CH3:19]. The catalyst class is: 2. (2) Reactant: [Cl:1][C:2]1[N:7]=[CH:6][C:5]2[CH:8]=[N:9][NH:10][C:4]=2[CH:3]=1.C(N(CC)C(C)C)(C)C.[CH3:20][Si:21]([CH3:28])([CH3:27])[CH2:22][CH2:23][O:24][CH2:25]Cl. Product: [Cl:1][C:2]1[N:7]=[CH:6][C:5]2[CH:8]=[N:9][N:10]([CH2:25][O:24][CH2:23][CH2:22][Si:21]([CH3:28])([CH3:27])[CH3:20])[C:4]=2[CH:3]=1. The catalyst class is: 4. (3) Reactant: [F:1][C:2]1[CH:3]=[CH:4][C:5]([O:12]C)=[C:6]2[C:10]=1[NH:9][C:8](=[O:11])[CH2:7]2.Br. Product: [F:1][C:2]1[CH:3]=[CH:4][C:5]([OH:12])=[C:6]2[C:10]=1[NH:9][C:8](=[O:11])[CH2:7]2. The catalyst class is: 6. (4) Reactant: [CH2:1]([C:4]1[C:8]([CH2:9][CH2:10][CH2:11][CH2:12][OH:13])=[CH:7][N:6]([C:14]2[CH:19]=[CH:18][C:17]([C:20]([F:23])([F:22])[F:21])=[CH:16][N:15]=2)[N:5]=1)[CH2:2][CH3:3].O[C:25]1[C:29]([CH2:30][C:31]([O:33]C)=[O:32])=[CH:28][N:27]([CH3:35])[N:26]=1.C(P(CCCC)CCCC)CCC.N(C(N1CCCCC1)=O)=NC(N1CCCCC1)=O. Product: [CH3:35][N:27]1[CH:28]=[C:29]([CH2:30][C:31]([OH:33])=[O:32])[C:25]([O:13][CH2:12][CH2:11][CH2:10][CH2:9][C:8]2[C:4]([CH2:1][CH2:2][CH3:3])=[N:5][N:6]([C:14]3[CH:19]=[CH:18][C:17]([C:20]([F:22])([F:21])[F:23])=[CH:16][N:15]=3)[CH:7]=2)=[N:26]1. The catalyst class is: 7. (5) Reactant: F[C:2]1[CH:11]=[CH:10][C:5]([C:6]([O:8][CH3:9])=[O:7])=[CH:4][C:3]=1[C:12]([F:15])([F:14])[F:13].Cl.Cl.[CH3:18][N:19]([CH3:26])[C@H:20]1[CH2:25][CH2:24][CH2:23][NH:22][CH2:21]1.C([O-])([O-])=O.[Cs+].[Cs+].O. Product: [CH3:18][N:19]([CH3:26])[C@H:20]1[CH2:25][CH2:24][CH2:23][N:22]([C:2]2[CH:11]=[CH:10][C:5]([C:6]([O:8][CH3:9])=[O:7])=[CH:4][C:3]=2[C:12]([F:15])([F:14])[F:13])[CH2:21]1. The catalyst class is: 3.